From a dataset of Catalyst prediction with 721,799 reactions and 888 catalyst types from USPTO. Predict which catalyst facilitates the given reaction. (1) Reactant: [C:1]1([CH:7]2[O:12][C@H:11]3[CH2:13][C@@H:14]([OH:17])[CH2:15][O:16][C@@H:10]3[CH2:9][O:8]2)[CH:6]=[CH:5][CH:4]=[CH:3][CH:2]=1.[Br:18][C:19]1[CH:24]=[CH:23][C:22]([C:25]2[C:45]([Cl:46])=[CH:44][C:28]3[N:29]([CH2:36][O:37][CH2:38][CH2:39][Si:40]([CH3:43])([CH3:42])[CH3:41])[C:30](S(C)(=O)=O)=[N:31][C:27]=3[CH:26]=2)=[CH:21][CH:20]=1.C(=O)([O-])[O-].[Cs+].[Cs+]. Product: [Br:18][C:19]1[CH:24]=[CH:23][C:22]([C:25]2[C:45]([Cl:46])=[CH:44][C:28]3[N:29]([CH2:36][O:37][CH2:38][CH2:39][Si:40]([CH3:41])([CH3:42])[CH3:43])[C:30]([O:17][C@H:14]4[CH2:15][O:16][C@H:10]5[C@@H:11]([O:12][CH:7]([C:1]6[CH:2]=[CH:3][CH:4]=[CH:5][CH:6]=6)[O:8][CH2:9]5)[CH2:13]4)=[N:31][C:27]=3[CH:26]=2)=[CH:21][CH:20]=1. The catalyst class is: 173. (2) Product: [NH2:1][C:2]1[N:3]([CH3:24])[C:4](=[O:23])[C:5]2([C:15]3[C:10](=[CH:11][CH:12]=[C:13]([C:31]4[CH:32]=[C:27]([CH:28]=[CH:29][CH:30]=4)[C:25]#[N:26])[CH:14]=3)[O:9][CH:8]([CH:17]3[CH2:22][CH2:21][CH2:20][CH2:19][CH2:18]3)[CH2:7]2)[N:6]=1. Reactant: [NH2:1][C:2]1[N:3]([CH3:24])[C:4](=[O:23])[C:5]2([C:15]3[C:10](=[CH:11][CH:12]=[C:13](Br)[CH:14]=3)[O:9][CH:8]([CH:17]3[CH2:22][CH2:21][CH2:20][CH2:19][CH2:18]3)[CH2:7]2)[N:6]=1.[C:25]([C:27]1[CH:28]=[C:29](B(O)O)[CH:30]=[CH:31][CH:32]=1)#[N:26].C(=O)([O-])[O-].[Cs+].[Cs+]. The catalyst class is: 184. (3) Reactant: Br[CH2:2][CH2:3][CH2:4][O:5][CH3:6].C(=O)([O-])[O-].[K+].[K+].[OH:13][C:14]1[CH:15]=[C:16]([CH:19]=[CH:20][C:21]=1[O:22][CH3:23])[CH:17]=[O:18]. Product: [CH3:23][O:22][C:21]1[CH:20]=[CH:19][C:16]([CH:17]=[O:18])=[CH:15][C:14]=1[O:13][CH2:2][CH2:3][CH2:4][O:5][CH3:6]. The catalyst class is: 10.